From a dataset of Catalyst prediction with 721,799 reactions and 888 catalyst types from USPTO. Predict which catalyst facilitates the given reaction. Reactant: C([O:3][C:4]([C:6]1[C:10]([CH3:11])=[C:9]([Si](C)(C)C)[NH:8][N:7]=1)=[O:5])C.[OH-].[Na+].Cl. Product: [CH3:11][C:10]1[C:6]([C:4]([OH:5])=[O:3])=[N:7][NH:8][CH:9]=1. The catalyst class is: 14.